Predict the product of the given reaction. From a dataset of Forward reaction prediction with 1.9M reactions from USPTO patents (1976-2016). (1) Given the reactants NCC1N=C(N(C2C=CC(OC)=CC=2)C)C2C(=CC=CC=2)N=1.[CH2:23]([O:25][C:26]1[CH:31]=[CH:30][C:29]([N:32]([CH3:55])[C:33]2[C:42]3[C:37](=[CH:38][CH:39]=[CH:40][CH:41]=3)[N:36]=[C:35]([CH2:43][N:44]3C(=O)C4C(=CC=CC=4)C3=O)[N:34]=2)=[CH:28][C:27]=1[F:56])[CH3:24], predict the reaction product. The product is: [NH2:44][CH2:43][C:35]1[N:34]=[C:33]([N:32]([C:29]2[CH:30]=[CH:31][C:26]([O:25][CH2:23][CH3:24])=[C:27]([F:56])[CH:28]=2)[CH3:55])[C:42]2[C:37](=[CH:38][CH:39]=[CH:40][CH:41]=2)[N:36]=1. (2) Given the reactants [F:1][C:2]1[CH:7]=[C:6]([C:8](=[O:11])[NH:9][CH3:10])[CH:5]=[C:4]([F:12])[C:3]=1[C:13]1[N:17]([CH2:18][C@@H:19]2[O:24][CH2:23][CH2:22][N:21]([C:25]([O:27][C:28](C)(C)C)=[O:26])[CH2:20]2)[C:16]2[CH:32]=[CH:33][C:34]([CH3:36])=[CH:35][C:15]=2[N:14]=1.Cl.C(N(C(C)C)CC)(C)C.ClC(OC)=O, predict the reaction product. The product is: [F:12][C:4]1[CH:5]=[C:6]([C:8](=[O:11])[NH:9][CH3:10])[CH:7]=[C:2]([F:1])[C:3]=1[C:13]1[N:17]([CH2:18][C@@H:19]2[O:24][CH2:23][CH2:22][N:21]([C:25]([O:27][CH3:28])=[O:26])[CH2:20]2)[C:16]2[CH:32]=[CH:33][C:34]([CH3:36])=[CH:35][C:15]=2[N:14]=1. (3) Given the reactants [C:1]([O:5][C:6]([N:8]1[C:13]2[CH:14]=[C:15]([Cl:26])[C:16]([O:18][CH2:19][C:20]3[CH:25]=[CH:24][CH:23]=[CH:22][CH:21]=3)=[CH:17][C:12]=2[O:11][CH:10]([C:27]([OH:29])=O)[CH2:9]1)=[O:7])([CH3:4])([CH3:3])[CH3:2].CCN=C=NCCCN(C)C.C1C=CC2N(O)N=NC=2C=1.CCN(C(C)C)C(C)C.[F:60][C:61]1[N:66]=[CH:65][C:64]([CH2:67][C:68]2([C:74]#[N:75])[CH2:73][CH2:72][NH:71][CH2:70][CH2:69]2)=[CH:63][CH:62]=1, predict the reaction product. The product is: [C:1]([O:5][C:6]([N:8]1[C:13]2[CH:14]=[C:15]([Cl:26])[C:16]([O:18][CH2:19][C:20]3[CH:25]=[CH:24][CH:23]=[CH:22][CH:21]=3)=[CH:17][C:12]=2[O:11][CH:10]([C:27]([N:71]2[CH2:70][CH2:69][C:68]([C:74]#[N:75])([CH2:67][C:64]3[CH:65]=[N:66][C:61]([F:60])=[CH:62][CH:63]=3)[CH2:73][CH2:72]2)=[O:29])[CH2:9]1)=[O:7])([CH3:3])([CH3:2])[CH3:4]. (4) Given the reactants [Cl:1][C:2]1[CH:3]=[CH:4][C:5]2[N:11]3[C:12]([CH2:15][O:16][CH3:17])=[N:13][N:14]=[C:10]3[C@@H:9]([CH2:18][CH2:19][OH:20])[O:8][C@H:7]([C:21]3[CH:26]=[CH:25][CH:24]=[C:23]([O:27][CH3:28])[C:22]=3[O:29][CH3:30])[C:6]=2[CH:31]=1.C(N(CC)CC)C.[CH3:39][S:40](Cl)(=[O:42])=[O:41].C(=O)(O)[O-].[Na+], predict the reaction product. The product is: [CH3:39][S:40]([O:20][CH2:19][CH2:18][C@H:9]1[O:8][C@H:7]([C:21]2[CH:26]=[CH:25][CH:24]=[C:23]([O:27][CH3:28])[C:22]=2[O:29][CH3:30])[C:6]2[CH:31]=[C:2]([Cl:1])[CH:3]=[CH:4][C:5]=2[N:11]2[C:12]([CH2:15][O:16][CH3:17])=[N:13][N:14]=[C:10]12)(=[O:42])=[O:41]. (5) Given the reactants [NH2:1][C:2]1[N:11]=[CH:10][C:9]2[C:4](=[CH:5][C:6]([O:13][CH3:14])=[C:7]([Br:12])[CH:8]=2)[N:3]=1.[C:15](OC(=O)C)(=[O:17])[CH3:16].O, predict the reaction product. The product is: [C:15]([NH:1][C:2]1[N:11]=[CH:10][C:9]2[C:4](=[CH:5][C:6]([O:13][CH3:14])=[C:7]([Br:12])[CH:8]=2)[N:3]=1)(=[O:17])[CH3:16].